This data is from Catalyst prediction with 721,799 reactions and 888 catalyst types from USPTO. The task is: Predict which catalyst facilitates the given reaction. (1) Reactant: [CH3:1][C:2]1[NH:3][C:4](=[O:26])[C:5]([CH2:11][C:12]2[CH:17]=[CH:16][C:15]([C:18]3[C:19]([C:24]#[N:25])=[CH:20][CH:21]=[CH:22][CH:23]=3)=[CH:14][CH:13]=2)=[C:6]([CH2:8][CH2:9][CH3:10])[N:7]=1.[F:27][C:28]1[CH:29]=[C:30](B(O)O)[CH:31]=[CH:32][C:33]=1[O:34][CH:35]([CH3:37])[CH3:36].C(N(CC)CC)C.N1C=CC=CC=1. Product: [F:27][C:28]1[CH:29]=[C:30]([N:3]2[C:4](=[O:26])[C:5]([CH2:11][C:12]3[CH:17]=[CH:16][C:15]([C:18]4[C:19]([C:24]#[N:25])=[CH:20][CH:21]=[CH:22][CH:23]=4)=[CH:14][CH:13]=3)=[C:6]([CH2:8][CH2:9][CH3:10])[N:7]=[C:2]2[CH3:1])[CH:31]=[CH:32][C:33]=1[O:34][CH:35]([CH3:37])[CH3:36]. The catalyst class is: 297. (2) Reactant: [C:1]([O:5][C:6]([CH2:8][NH:9][CH2:10][C:11]1[CH:12]=[C:13]([C:17]2[CH:22]=[CH:21][C:20]([CH2:23][CH:24]([O:29][CH2:30][CH3:31])[C:25]([O:27]C)=[O:26])=[CH:19][CH:18]=2)[CH:14]=[CH:15][CH:16]=1)=[O:7])([CH3:4])([CH3:3])[CH3:2].CO.[OH-].[Li+].Cl. Product: [C:1]([O:5][C:6]([CH2:8][NH:9][CH2:10][C:11]1[CH:12]=[C:13]([C:17]2[CH:22]=[CH:21][C:20]([CH2:23][CH:24]([O:29][CH2:30][CH3:31])[C:25]([OH:27])=[O:26])=[CH:19][CH:18]=2)[CH:14]=[CH:15][CH:16]=1)=[O:7])([CH3:3])([CH3:4])[CH3:2]. The catalyst class is: 54. (3) Reactant: [NH2:1][C:2]1[N:7]=[CH:6][C:5]([O:8][C:9]2[CH:18]=[C:17](F)[CH:16]=[CH:15][C:10]=2[C:11]([O:13][CH3:14])=[O:12])=[CH:4][C:3]=1[Cl:20].[NH:21]1[CH2:26][CH2:25][NH:24][CH2:23][CH2:22]1. Product: [NH2:1][C:2]1[N:7]=[CH:6][C:5]([O:8][C:9]2[CH:18]=[C:17]([N:21]3[CH2:26][CH2:25][NH:24][CH2:23][CH2:22]3)[CH:16]=[CH:15][C:10]=2[C:11]([O:13][CH3:14])=[O:12])=[CH:4][C:3]=1[Cl:20]. The catalyst class is: 148. (4) Reactant: [F:1][C:2]([F:38])([F:37])[O:3][C:4]1[CH:9]=[CH:8][C:7]([O:10][C:11](=[O:36])[N:12]([CH2:34][CH3:35])[CH:13]2[CH2:22][CH2:21][C:20]3[C:15](=[CH:16][CH:17]=[C:18]([S:23][Si](C(C)C)(C(C)C)C(C)C)[CH:19]=3)[CH2:14]2)=[CH:6][CH:5]=1.Br[C:40]([CH3:49])([CH3:48])[C:41]([O:43][C:44]([CH3:47])([CH3:46])[CH3:45])=[O:42].CCCC[N+](CCCC)(CCCC)CCCC.[F-]. The catalyst class is: 20. Product: [C:44]([O:43][C:41](=[O:42])[C:40]([S:23][C:18]1[CH:17]=[CH:16][C:15]2[CH2:14][CH:13]([N:12]([CH2:34][CH3:35])[C:11]([O:10][C:7]3[CH:6]=[CH:5][C:4]([O:3][C:2]([F:38])([F:1])[F:37])=[CH:9][CH:8]=3)=[O:36])[CH2:22][CH2:21][C:20]=2[CH:19]=1)([CH3:49])[CH3:48])([CH3:47])([CH3:46])[CH3:45].